From a dataset of Forward reaction prediction with 1.9M reactions from USPTO patents (1976-2016). Predict the product of the given reaction. (1) Given the reactants C(OC([N:8]1[CH2:11][C:10]2([CH2:14][N:13]([C:15](=[O:26])[NH:16][CH2:17][C:18]3[CH:23]=[CH:22][C:21]([Cl:24])=[CH:20][C:19]=3[Cl:25])[CH2:12]2)[CH2:9]1)=O)(C)(C)C.FC(F)(F)C(O)=O, predict the reaction product. The product is: [Cl:25][C:19]1[CH:20]=[C:21]([Cl:24])[CH:22]=[CH:23][C:18]=1[CH2:17][NH:16][C:15]([N:13]1[CH2:14][C:10]2([CH2:11][NH:8][CH2:9]2)[CH2:12]1)=[O:26]. (2) Given the reactants [C:1]([C:3]1[CH:4]=[CH:5][C:6]([N:9]2[CH2:14][CH2:13][N:12]([C:15](=[O:31])[C:16]3[CH:21]=[CH:20][CH:19]=[C:18]([C:22]4[N:26]=[C:25]([C:27]([F:30])([F:29])[F:28])[O:24][N:23]=4)[CH:17]=3)[CH:11]([C:32]([O:34]C)=[O:33])[CH2:10]2)=[N:7][CH:8]=1)#[N:2].[OH-].[Na+], predict the reaction product. The product is: [C:1]([C:3]1[CH:4]=[CH:5][C:6]([N:9]2[CH2:14][CH2:13][N:12]([C:15](=[O:31])[C:16]3[CH:21]=[CH:20][CH:19]=[C:18]([C:22]4[N:26]=[C:25]([C:27]([F:29])([F:28])[F:30])[O:24][N:23]=4)[CH:17]=3)[CH:11]([C:32]([OH:34])=[O:33])[CH2:10]2)=[N:7][CH:8]=1)#[N:2]. (3) Given the reactants [Cl:1][C:2]1[CH:3]=[CH:4][C:5]2[N:11]3[C:12]([C:15]([Cl:18])([F:17])[F:16])=[N:13][N:14]=[C:10]3[C@@H:9]([CH2:19][C:20]([N:22]3[CH2:27][CH2:26][CH2:25][C@H:24]([C:28]([O:30]CC)=[O:29])[CH2:23]3)=[O:21])[O:8][C@H:7]([C:33]3[CH:38]=[CH:37][CH:36]=[C:35]([O:39][CH3:40])[C:34]=3[O:41][CH3:42])[C:6]=2[CH:43]=1.Cl, predict the reaction product. The product is: [Cl:1][C:2]1[CH:3]=[CH:4][C:5]2[N:11]3[C:12]([C:15]([Cl:18])([F:16])[F:17])=[N:13][N:14]=[C:10]3[C@@H:9]([CH2:19][C:20]([N:22]3[CH2:27][CH2:26][CH2:25][C@H:24]([C:28]([OH:30])=[O:29])[CH2:23]3)=[O:21])[O:8][C@H:7]([C:33]3[CH:38]=[CH:37][CH:36]=[C:35]([O:39][CH3:40])[C:34]=3[O:41][CH3:42])[C:6]=2[CH:43]=1. (4) Given the reactants [NH:1]1[C:9]2[C:4](=[CH:5][CH:6]=[CH:7][CH:8]=2)[C:3]([N:10]([C:19]([O:21]CC(Cl)(Cl)Cl)=O)C(OCC(Cl)(Cl)Cl)=O)=[N:2]1.[C:27]1([C:33]2[N:37]=[C:36]([N:38]3[CH2:43][CH2:42][NH:41][CH2:40][CH2:39]3)[S:35][N:34]=2)[CH:32]=[CH:31][CH:30]=[CH:29][CH:28]=1.C(N(C(C)C)CC)(C)C.O, predict the reaction product. The product is: [NH:1]1[C:9]2[C:4](=[CH:5][CH:6]=[CH:7][CH:8]=2)[C:3]([NH:10][C:19]([N:41]2[CH2:42][CH2:43][N:38]([C:36]3[S:35][N:34]=[C:33]([C:27]4[CH:32]=[CH:31][CH:30]=[CH:29][CH:28]=4)[N:37]=3)[CH2:39][CH2:40]2)=[O:21])=[N:2]1. (5) The product is: [N+:1]([C:4]1[CH:5]=[CH:6][C:7]2[O:11][C:10]([CH2:12][CH2:13][N:15]3[CH2:19][CH2:18][CH2:17][CH2:16]3)=[N:9][C:8]=2[CH:14]=1)([O-:3])=[O:2]. Given the reactants [N+:1]([C:4]1[CH:5]=[CH:6][C:7]2[O:11][C:10]([CH:12]=[CH2:13])=[N:9][C:8]=2[CH:14]=1)([O-:3])=[O:2].[NH:15]1[CH2:19][CH2:18][CH2:17][CH2:16]1, predict the reaction product.